This data is from CYP2C19 inhibition data for predicting drug metabolism from PubChem BioAssay. The task is: Regression/Classification. Given a drug SMILES string, predict its absorption, distribution, metabolism, or excretion properties. Task type varies by dataset: regression for continuous measurements (e.g., permeability, clearance, half-life) or binary classification for categorical outcomes (e.g., BBB penetration, CYP inhibition). Dataset: cyp2c19_veith. (1) The molecule is COC(=O)C(C(=O)OC)[C@@H]1CCCC(=O)C1. The result is 0 (non-inhibitor). (2) The molecule is COc1ccc(CCCC(=O)NC2CCCCC2)cc1. The result is 1 (inhibitor).